Task: Predict the reactants needed to synthesize the given product.. Dataset: Full USPTO retrosynthesis dataset with 1.9M reactions from patents (1976-2016) (1) The reactants are: [F:1][C:2]1[C:23]([NH:24][S:25]([CH2:28][CH2:29][CH3:30])(=[O:27])=[O:26])=[CH:22][CH:21]=[C:20]([F:31])[C:3]=1[C:4]([NH:6][C:7]1[CH:8]=[C:9]2[C:15]([C:16]#[C:17][CH2:18][OH:19])=[CH:14][NH:13][C:10]2=[N:11][CH:12]=1)=[O:5].CN(C)CC#CC1NC2=NC=C(NC(=O)C3C(F)=CC=C(NS(CCC)(=O)=O)C=3F)C=C2C=1. Given the product [F:1][C:2]1[C:23]([NH:24][S:25]([CH2:28][CH2:29][CH3:30])(=[O:26])=[O:27])=[CH:22][CH:21]=[C:20]([F:31])[C:3]=1[C:4]([NH:6][C:7]1[CH:8]=[C:9]2[C:15]([CH2:16][CH2:17][CH2:18][OH:19])=[CH:14][NH:13][C:10]2=[N:11][CH:12]=1)=[O:5], predict the reactants needed to synthesize it. (2) Given the product [Cl:1][C:2]1[CH:3]=[C:4]2[C:8](=[CH:9][CH:10]=1)[NH:7][CH:6]=[C:5]2[CH2:11][N:12]1[C:20]([C:21]2[N:22]([CH3:26])[CH:23]=[CH:24][N:25]=2)=[C:19]2[C:14]([N:15]([CH2:29][CH:30]([CH3:32])[CH3:31])[C:16](=[O:28])[N:17]([CH2:34][CH2:35][N:36]3[CH2:41][CH2:40][O:39][CH2:38][CH2:37]3)[C:18]2=[O:27])=[N:13]1, predict the reactants needed to synthesize it. The reactants are: [Cl:1][C:2]1[CH:3]=[C:4]2[C:8](=[CH:9][CH:10]=1)[NH:7][CH:6]=[C:5]2[CH2:11][N:12]1[C:20]([C:21]2[N:22]([CH3:26])[CH:23]=[CH:24][N:25]=2)=[C:19]2[C:14]([N:15]([CH2:29][CH:30]([CH3:32])[CH3:31])[C:16](=[O:28])[NH:17][C:18]2=[O:27])=[N:13]1.Cl[CH2:34][CH2:35][N:36]1[CH2:41][CH2:40][O:39][CH2:38][CH2:37]1.C(=O)([O-])[O-].[K+].[K+]. (3) The reactants are: [Br:1][C:2]1[CH:3]=[CH:4][C:5]([NH2:8])=[N:6][CH:7]=1.[Cl:9][C:10]1[CH:19]=[CH:18][C:13]([C:14](=O)[CH2:15]Br)=[CH:12][CH:11]=1.C([O-])(O)=O.[Na+]. Given the product [Br:1][C:2]1[CH:3]=[CH:4][C:5]2[N:6]([CH:15]=[C:14]([C:13]3[CH:18]=[CH:19][C:10]([Cl:9])=[CH:11][CH:12]=3)[N:8]=2)[CH:7]=1, predict the reactants needed to synthesize it. (4) Given the product [CH3:1][O:2][C:3](=[O:14])[CH2:4][C:5]1[CH:10]=[CH:9][C:8]([NH:11][CH3:12])=[CH:7][CH:6]=1, predict the reactants needed to synthesize it. The reactants are: [CH3:1][O:2][C:3](=[O:14])[CH2:4][C:5]1[CH:10]=[CH:9][C:8]([NH:11][CH:12]=O)=[CH:7][CH:6]=1.CSC.B.CO. (5) The reactants are: [CH3:1][C:2]1[CH:6]=[CH:5][S:4][C:3]=1[CH:7]1[O:11][CH2:10][CH2:9][O:8]1.CCCCCC.C([Li])CCC.CN(C)[CH:25]=[O:26].[Cl-].[NH4+]. Given the product [O:8]1[CH2:9][CH2:10][O:11][CH:7]1[C:3]1[S:4][C:5]([CH:25]=[O:26])=[CH:6][C:2]=1[CH3:1], predict the reactants needed to synthesize it. (6) Given the product [CH2:11]1[NH:12][CH2:1][CH2:2][N:3]([CH2:25][C:26]([OH:28])=[O:27])[CH2:4][CH2:5][N:6]([CH2:21][C:22]([OH:24])=[O:23])[CH2:7][CH2:8][N:9]([CH2:17][C:18]([OH:20])=[O:19])[CH2:10]1, predict the reactants needed to synthesize it. The reactants are: [CH2:1]1[N:12](CC(O)=O)[CH2:11][CH2:10][N:9]([CH2:17][C:18]([OH:20])=[O:19])[CH2:8][CH2:7][N:6]([CH2:21][C:22]([OH:24])=[O:23])[CH2:5][CH2:4][N:3]([CH2:25][C:26]([OH:28])=[O:27])[CH2:2]1.CN(C(ON1N=NC2C=CC=CC1=2)=[N+](C)C)C.F[P-](F)(F)(F)(F)F.CCN(C(C)C)C(C)C.